Dataset: Full USPTO retrosynthesis dataset with 1.9M reactions from patents (1976-2016). Task: Predict the reactants needed to synthesize the given product. (1) Given the product [Br:1][C:2]1[CH:12]=[C:6]2[C:5]([CH2:13][N:25]([C:21]3[CH:20]=[C:19]4[C:24](=[CH:23][CH:22]=3)[N:16]([CH3:15])[CH:17]=[CH:18]4)[C:7]2=[O:9])=[CH:4][CH:3]=1, predict the reactants needed to synthesize it. The reactants are: [Br:1][C:2]1[CH:3]=[CH:4][C:5]([CH2:13]Br)=[C:6]([CH:12]=1)[C:7]([O:9]CC)=O.[CH3:15][N:16]1[C:24]2[C:19](=[CH:20][C:21]([NH2:25])=[CH:22][CH:23]=2)[CH:18]=[CH:17]1.C(N(CC)C(C)C)(C)C. (2) Given the product [N:10]1[CH:11]=[CH:12][CH:13]=[C:8]2[CH2:7][CH2:6][C:5]3[CH:14]=[CH:15][CH:16]=[CH:17][C:4]=3/[C:3](=[CH:2]\[C:23]3[CH:24]=[C:19]([OH:18])[CH:20]=[CH:21][CH:22]=3)/[C:9]=12, predict the reactants needed to synthesize it. The reactants are: Br[CH:2]=[C:3]1[C:9]2=[N:10][CH:11]=[CH:12][CH:13]=[C:8]2[CH2:7][CH2:6][C:5]2[CH:14]=[CH:15][CH:16]=[CH:17][C:4]1=2.[OH:18][C:19]1[CH:20]=[C:21](B(O)O)[CH:22]=[CH:23][CH:24]=1.